From a dataset of Reaction yield outcomes from USPTO patents with 853,638 reactions. Predict the reaction yield, written as a fraction of the theoretical maximum amount of product (1.0 means a 100% yield; for example, 0.34 means a 34% yield). (1) The reactants are Br[C:2]1[CH:3]=[C:4]([C:7]2[CH:12]=[CH:11][C:10]([O:13][CH3:14])=[CH:9][CH:8]=2)[S:5][CH:6]=1.[CH3:15][O:16][C:17]1[CH:18]=[C:19](B(O)O)[CH:20]=[CH:21][CH:22]=1. The catalyst is CCCCCC.C(OCC)(=O)C. The product is [CH3:15][O:16][C:17]1[CH:22]=[C:21]([C:2]2[CH:3]=[C:4]([C:7]3[CH:12]=[CH:11][C:10]([O:13][CH3:14])=[CH:9][CH:8]=3)[S:5][CH:6]=2)[CH:20]=[CH:19][CH:18]=1. The yield is 0.700. (2) The reactants are C(O)(=O)/C=C/C(O)=O.[S:9]1[CH:13]=[CH:12][C:11]2[CH:14]=[C:15]([CH:18]3[C:27]4[C:22](=[CH:23][C:24]([O:28][CH3:29])=[CH:25][CH:26]=4)[CH2:21][N:20]([CH3:30])[CH2:19]3)[CH:16]=[CH:17][C:10]1=2.S(O)(C)(=O)=O.[OH-].[Na+]. The catalyst is C(Cl)Cl. The product is [S:9]1[CH:13]=[CH:12][C:11]2[CH:14]=[C:15]([CH:18]3[C:27]4[C:22](=[CH:23][C:24]([O:28][CH3:29])=[CH:25][CH:26]=4)[CH2:21][N:20]([CH3:30])[CH2:19]3)[CH:16]=[CH:17][C:10]1=2. The yield is 0.530. (3) The reactants are [CH2:1]([C:5]1[CH:10]=[CH:9][C:8]([NH:11]C(=O)C)=[CH:7][CH:6]=1)[CH2:2][CH2:3][CH3:4].C(Cl)Cl.N1C=CC=CC=1.[CH3:24][C:25]1[CH:33]=[CH:32][C:31]([S:34](Cl)(=[O:36])=[O:35])=[CH:30][C:26]=1[C:27]([OH:29])=[O:28]. The catalyst is ClCCl. The product is [CH2:1]([C:5]1[CH:6]=[CH:7][C:8]([NH:11][S:34]([C:31]2[CH:32]=[CH:33][C:25]([CH3:24])=[C:26]([CH:30]=2)[C:27]([OH:29])=[O:28])(=[O:36])=[O:35])=[CH:9][CH:10]=1)[CH2:2][CH2:3][CH3:4]. The yield is 0.800. (4) The reactants are O1C=CC=C1C1N(C)N=C(C[P:13](=[O:20])([O:17][CH2:18][CH3:19])[O:14][CH2:15][CH3:16])C=1.Cl[CH2:22][C:23]1[N:24]=[C:25]([C:28]2[O:29][CH:30]=[CH:31][CH:32]=2)[S:26][CH:27]=1. No catalyst specified. The product is [O:29]1[CH:30]=[CH:31][CH:32]=[C:28]1[C:25]1[S:26][CH:27]=[C:23]([CH2:22][P:13](=[O:20])([O:17][CH2:18][CH3:19])[O:14][CH2:15][CH3:16])[N:24]=1. The yield is 0.470. (5) The reactants are O[CH2:2][C:3]1[CH:12]=[N:11][C:10]2[N:9]3[CH2:13][CH2:14][S:15][CH2:16][C@H:8]3[C:7](=[O:17])[NH:6][C:5]=2[CH:4]=1.[I-].C(C[P+](C)(C)C)#N.CCN(C(C)C)C(C)C.[N:35]1([C:41]2[CH:51]=[CH:50][C:44]([C:45]([O:47][CH2:48][CH3:49])=[O:46])=[CH:43][CH:42]=2)[CH2:40][CH2:39][NH:38][CH2:37][CH2:36]1. The catalyst is C(#N)CC.CCO.O. The product is [O:17]=[C:7]1[NH:6][C:5]2[CH:4]=[C:3]([CH2:2][N:38]3[CH2:37][CH2:36][N:35]([C:41]4[CH:42]=[CH:43][C:44]([C:45]([O:47][CH2:48][CH3:49])=[O:46])=[CH:50][CH:51]=4)[CH2:40][CH2:39]3)[CH:12]=[N:11][C:10]=2[N:9]2[CH2:13][CH2:14][S:15][CH2:16][C@@H:8]12. The yield is 0.820.